Dataset: Full USPTO retrosynthesis dataset with 1.9M reactions from patents (1976-2016). Task: Predict the reactants needed to synthesize the given product. (1) Given the product [OH:2][C:3]1[CH:18]=[CH:17][C:6]([O:7][C:8]2[CH:16]=[CH:15][C:11]([C:12]([OH:14])=[O:13])=[CH:10][CH:9]=2)=[CH:5][CH:4]=1, predict the reactants needed to synthesize it. The reactants are: C[O:2][C:3]1[CH:18]=[CH:17][C:6]([O:7][C:8]2[CH:16]=[CH:15][C:11]([C:12]([OH:14])=[O:13])=[CH:10][CH:9]=2)=[CH:5][CH:4]=1. (2) Given the product [SH:24][CH2:23][CH2:22][CH2:21][S:25][CH:9]([C:10]1[CH:14]=[CH:13][S:12][CH:11]=1)[CH2:8][C:4]1[O:3][C:2]([CH3:1])([C:15]2[CH:20]=[CH:19][CH:18]=[CH:17][CH:16]=2)[C:6](=[O:7])[CH:5]=1, predict the reactants needed to synthesize it. The reactants are: [CH3:1][C:2]1([C:15]2[CH:20]=[CH:19][CH:18]=[CH:17][CH:16]=2)[C:6](=[O:7])[CH:5]=[C:4](/[CH:8]=[CH:9]/[C:10]2[CH:14]=[CH:13][S:12][CH:11]=2)[O:3]1.[CH2:21]([SH:25])[CH2:22][CH2:23][SH:24].